Dataset: Peptide-MHC class II binding affinity with 134,281 pairs from IEDB. Task: Regression. Given a peptide amino acid sequence and an MHC pseudo amino acid sequence, predict their binding affinity value. This is MHC class II binding data. (1) The peptide sequence is YDKFVANVSTVLTGK. The MHC is DRB1_0404 with pseudo-sequence DRB1_0404. The binding affinity (normalized) is 0.647. (2) The peptide sequence is GINTIPIAINEAEYV. The MHC is DRB1_1302 with pseudo-sequence DRB1_1302. The binding affinity (normalized) is 0.404. (3) The peptide sequence is NQEGSLKTALTGAMR. The MHC is DRB1_0701 with pseudo-sequence DRB1_0701. The binding affinity (normalized) is 0.217. (4) The peptide sequence is NKICTSKGDSARVTV. The MHC is DRB1_1501 with pseudo-sequence DRB1_1501. The binding affinity (normalized) is 0.153. (5) The peptide sequence is VGSKLIVAMSSWLQK. The MHC is HLA-DPA10201-DPB10101 with pseudo-sequence HLA-DPA10201-DPB10101. The binding affinity (normalized) is 0.213. (6) The peptide sequence is LAWLVQASANSAAMA. The MHC is HLA-DPA10201-DPB10101 with pseudo-sequence HLA-DPA10201-DPB10101. The binding affinity (normalized) is 0.168. (7) The peptide sequence is CKTLTPLMSSKFPEL. The MHC is DRB4_0101 with pseudo-sequence DRB4_0103. The binding affinity (normalized) is 0.102. (8) The peptide sequence is DKTEAILQLGDLLGL. The MHC is DRB1_0101 with pseudo-sequence DRB1_0101. The binding affinity (normalized) is 0.395. (9) The peptide sequence is LHDLKIAIANIIDEI. The MHC is HLA-DPA10201-DPB10101 with pseudo-sequence HLA-DPA10201-DPB10101. The binding affinity (normalized) is 0.0595.